From a dataset of Forward reaction prediction with 1.9M reactions from USPTO patents (1976-2016). Predict the product of the given reaction. (1) Given the reactants [C:1]([O:5][C:6]([N:8]([CH3:14])[C@@H:9]([CH3:13])[C:10]([OH:12])=O)=[O:7])([CH3:4])([CH3:3])[CH3:2].[NH2:15][C@@H:16]([CH2:42][C:43]1[CH:48]=[CH:47][C:46]([O:49][CH2:50][C:51]2[CH:56]=[CH:55][CH:54]=[CH:53][CH:52]=2)=[CH:45][CH:44]=1)[C:17]([N:19]1[C@H:28]([C:29]([NH:31][C@H:32]2[C:41]3[C:36](=[CH:37][CH:38]=[CH:39][CH:40]=3)[CH2:35][CH2:34][CH2:33]2)=[O:30])[CH2:27][C:26]2[C:21](=[CH:22][CH:23]=[CH:24][CH:25]=2)[CH2:20]1)=[O:18], predict the reaction product. The product is: [CH2:50]([O:49][C:46]1[CH:45]=[CH:44][C:43]([CH2:42][C@H:16]([NH:15][C:10](=[O:12])[C@@H:9]([N:8]([CH3:14])[C:6](=[O:7])[O:5][C:1]([CH3:2])([CH3:3])[CH3:4])[CH3:13])[C:17](=[O:18])[N:19]2[C@H:28]([C:29](=[O:30])[NH:31][C@H:32]3[C:41]4[C:36](=[CH:37][CH:38]=[CH:39][CH:40]=4)[CH2:35][CH2:34][CH2:33]3)[CH2:27][C:26]3[C:21](=[CH:22][CH:23]=[CH:24][CH:25]=3)[CH2:20]2)=[CH:48][CH:47]=1)[C:51]1[CH:56]=[CH:55][CH:54]=[CH:53][CH:52]=1. (2) The product is: [BrH:5].[BrH:5].[C:2]([S:3][CH2:6][C:7]1[CH:12]=[C:11]([F:13])[CH:10]=[CH:9][C:8]=1[S:14][C:15]1[CH:20]=[CH:19][C:18]([F:21])=[CH:17][C:16]=1[CH2:22][S:3][C:2](=[NH:1])[NH2:4])(=[NH:4])[NH2:1]. Given the reactants [NH2:1][C:2]([NH2:4])=[S:3].[Br:5][CH2:6][C:7]1[CH:12]=[C:11]([F:13])[CH:10]=[CH:9][C:8]=1[S:14][C:15]1[CH:20]=[CH:19][C:18]([F:21])=[CH:17][C:16]=1[CH2:22]Br, predict the reaction product.